Dataset: Full USPTO retrosynthesis dataset with 1.9M reactions from patents (1976-2016). Task: Predict the reactants needed to synthesize the given product. (1) Given the product [CH:15]1([C:12]2[CH:11]=[C:10]([CH2:9][NH:8][C:4]3[N:3]=[C:2]([NH:28][C:25]4[NH:26][N:27]=[C:23]([C:19]5[O:18][CH:22]=[CH:21][CH:20]=5)[CH:24]=4)[CH:7]=[CH:6][N:5]=3)[O:14][N:13]=2)[CH2:17][CH2:16]1, predict the reactants needed to synthesize it. The reactants are: Cl[C:2]1[CH:7]=[CH:6][N:5]=[C:4]([NH:8][CH2:9][C:10]2[O:14][N:13]=[C:12]([CH:15]3[CH2:17][CH2:16]3)[CH:11]=2)[N:3]=1.[O:18]1[CH:22]=[CH:21][CH:20]=[C:19]1[C:23]1[CH:24]=[C:25]([NH2:28])[NH:26][N:27]=1. (2) The reactants are: [CH2:1]([C:5]1[CH:13]=[CH:12][C:8]([C:9](O)=[O:10])=[CH:7][CH:6]=1)[CH:2]([CH3:4])[CH3:3].CC1C=CC(C([NH2:21])=O)=CC=1NC(N)=S. Given the product [CH2:1]([C:5]1[CH:13]=[CH:12][C:8]([C:9]([NH2:21])=[O:10])=[CH:7][CH:6]=1)[CH:2]([CH3:4])[CH3:3], predict the reactants needed to synthesize it. (3) Given the product [Br:1][C:2]1[CH:10]=[CH:9][C:5]([C:6]2[S:18][C:13]3[CH:14]=[CH:15][CH:16]=[CH:17][C:12]=3[N:11]=2)=[CH:4][CH:3]=1, predict the reactants needed to synthesize it. The reactants are: [Br:1][C:2]1[CH:10]=[CH:9][C:5]([C:6](O)=O)=[CH:4][CH:3]=1.[NH2:11][C:12]1[CH:17]=[CH:16][CH:15]=[CH:14][C:13]=1[SH:18].P(Cl)(Cl)Cl.C([O-])(O)=O.[Na+]. (4) The reactants are: [NH:1]1[CH2:6][CH2:5][C:4](=[O:7])[CH2:3][CH2:2]1.Cl[CH2:9][C:10]1[CH:18]=[CH:17][C:13]2[O:14][CH2:15][O:16][C:12]=2[CH:11]=1. Given the product [CH2:15]1[O:14][C:13]2[CH:17]=[CH:18][C:10]([CH2:9][N:1]3[CH2:6][CH2:5][C:4](=[O:7])[CH2:3][CH2:2]3)=[CH:11][C:12]=2[O:16]1, predict the reactants needed to synthesize it.